Dataset: Full USPTO retrosynthesis dataset with 1.9M reactions from patents (1976-2016). Task: Predict the reactants needed to synthesize the given product. Given the product [CH:1]1([N:4]2[CH2:9][CH2:8][N:7]([C:10]3[S:11][C:12]4[CH:18]=[C:17]([CH2:19][N:21]5[CH2:25][CH2:24][CH2:23][CH2:22]5)[CH:16]=[CH:15][C:13]=4[N:14]=3)[CH2:6][CH2:5]2)[CH2:3][CH2:2]1, predict the reactants needed to synthesize it. The reactants are: [CH:1]1([N:4]2[CH2:9][CH2:8][N:7]([C:10]3[S:11][C:12]4[CH:18]=[C:17]([CH:19]=O)[CH:16]=[CH:15][C:13]=4[N:14]=3)[CH2:6][CH2:5]2)[CH2:3][CH2:2]1.[NH:21]1[CH2:25][CH2:24][CH2:23][CH2:22]1.C(O)(=O)C.[BH3-]C#N.[Na+].